Dataset: Reaction yield outcomes from USPTO patents with 853,638 reactions. Task: Predict the reaction yield, written as a fraction of the theoretical maximum amount of product (1.0 means a 100% yield; for example, 0.34 means a 34% yield). The reactants are [CH3:1][O:2][C:3]1[CH:8]=[CH:7][C:6]([CH:9]2[CH2:18][N:17]([CH3:19])[CH2:16][C:15]3[N:14]=[C:13]([OH:20])[CH:12]=[CH:11][C:10]2=3)=[CH:5][CH:4]=1.C1C=CC(P(C2C=CC=CC=2)C2C=CC=CC=2)=CC=1.C(OC([N+](C(OC(C)(C)C)=O)=[N-])=O)(C)(C)C.[N:56]1([CH2:62][CH2:63][CH2:64]O)[CH2:61][CH2:60][CH2:59][CH2:58][CH2:57]1. The catalyst is C1COCC1. The product is [CH3:1][O:2][C:3]1[CH:4]=[CH:5][C:6]([CH:9]2[CH2:18][N:17]([CH3:19])[CH2:16][C:15]3[N:14]=[C:13]([O:20][CH2:64][CH2:63][CH2:62][N:56]4[CH2:61][CH2:60][CH2:59][CH2:58][CH2:57]4)[CH:12]=[CH:11][C:10]2=3)=[CH:7][CH:8]=1. The yield is 0.200.